Dataset: Reaction yield outcomes from USPTO patents with 853,638 reactions. Task: Predict the reaction yield, written as a fraction of the theoretical maximum amount of product (1.0 means a 100% yield; for example, 0.34 means a 34% yield). (1) The reactants are [CH3:1][C:2]1[C:6]([CH2:7][O:8][C:9]2[CH:10]=[CH:11][C:12]([CH2:15][C:16]([OH:18])=O)=[N:13][CH:14]=2)=[C:5]([CH3:19])[O:4][N:3]=1.C(Cl)CCl.Cl.[Cl:25][C:26]1[CH:31]=[CH:30][C:29]([CH:32]([C:34]2[CH:39]=[CH:38][CH:37]=[CH:36][CH:35]=2)[NH2:33])=[CH:28][CH:27]=1.C1C=CC2N(O)N=NC=2C=1.C(N(CC)CC)C. The catalyst is O1CCCC1.O. The product is [Cl:25][C:26]1[CH:27]=[CH:28][C:29]([CH:32]([C:34]2[CH:35]=[CH:36][CH:37]=[CH:38][CH:39]=2)[NH:33][C:16](=[O:18])[CH2:15][C:12]2[CH:11]=[CH:10][C:9]([O:8][CH2:7][C:6]3[C:2]([CH3:1])=[N:3][O:4][C:5]=3[CH3:19])=[CH:14][N:13]=2)=[CH:30][CH:31]=1. The yield is 0.492. (2) The reactants are [CH3:1][C:2]1[N:29]=[C:5]2[NH:6][C:7](=[O:28])[C:8]([CH2:13][C:14]3[CH:19]=[CH:18][C:17]([C:20]4[C:21]([C:26]#[N:27])=[CH:22][CH:23]=[CH:24][CH:25]=4)=[CH:16][CH:15]=3)=[C:9]([CH2:10][CH2:11][CH3:12])[N:4]2[N:3]=1.[CH3:30][C:31]1([CH2:35]O)[CH2:34][O:33][CH2:32]1.C(P(CCCC)CCCC)CCC.N(C(N1CCCCC1)=O)=NC(N1CCCCC1)=O. The catalyst is C1COCC1.C(OCC)(=O)C. The product is [CH3:1][C:2]1[N:29]=[C:5]2[N:6]([CH2:30][C:31]3([CH3:35])[CH2:34][O:33][CH2:32]3)[C:7](=[O:28])[C:8]([CH2:13][C:14]3[CH:19]=[CH:18][C:17]([C:20]4[C:21]([C:26]#[N:27])=[CH:22][CH:23]=[CH:24][CH:25]=4)=[CH:16][CH:15]=3)=[C:9]([CH2:10][CH2:11][CH3:12])[N:4]2[N:3]=1. The yield is 0.160. (3) The reactants are [CH:1]1([C:6]([O:8][CH2:9][O:10][C:11]2[N:16]=[C:15](/[N:17]=[CH:18]/N(C)C)[C:14]([F:22])=[CH:13][N:12]=2)=[O:7])[CH2:5][CH2:4][CH2:3][CH2:2]1.Cl.C([O-])(O)=[O:25].[Na+]. The catalyst is O1CCOCC1. The product is [CH:1]1([C:6]([O:8][CH2:9][O:10][C:11]2[N:16]=[C:15]([NH:17][CH:18]=[O:25])[C:14]([F:22])=[CH:13][N:12]=2)=[O:7])[CH2:5][CH2:4][CH2:3][CH2:2]1. The yield is 0.950. (4) The reactants are [CH3:1][C:2]1[O:6][N:5]=[C:4]([C:7]2[CH:12]=[CH:11][CH:10]=[CH:9][CH:8]=2)[C:3]=1[CH2:13][O:14][C:15]1[CH:23]=[CH:22][C:18]([C:19]([OH:21])=O)=[CH:17][N:16]=1.F[B-](F)(F)F.[N:29]1(OC(N(C)C)=[N+](C)C)[C:33]2C=CC=CC=2N=N1.C(N(CC)C(C)C)(C)C.CN. The catalyst is CN(C=O)C. The product is [CH3:33][NH:29][C:19](=[O:21])[C:18]1[CH:22]=[CH:23][C:15]([O:14][CH2:13][C:3]2[C:4]([C:7]3[CH:8]=[CH:9][CH:10]=[CH:11][CH:12]=3)=[N:5][O:6][C:2]=2[CH3:1])=[N:16][CH:17]=1. The yield is 0.330. (5) The reactants are [CH3:1][N:2]([CH3:16])[C:3](=O)[CH2:4][CH2:5][C:6]1[C:14]2[CH2:13][CH2:12][CH2:11][CH2:10][C:9]=2[NH:8][CH:7]=1. The catalyst is O1CCCC1. The product is [CH3:16][N:2]([CH3:1])[CH2:3][CH2:4][CH2:5][C:6]1[C:14]2[CH2:13][CH2:12][CH2:11][CH2:10][C:9]=2[NH:8][CH:7]=1. The yield is 0.200. (6) The reactants are [Cl:1][C:2]1[N:7]=[C:6]([C:8]2[C:13](F)=[CH:12][CH:11]=[CH:10][N:9]=2)[C:5]([S:15]CCC(OCC)=O)=[CH:4][CH:3]=1.CC([O-])(C)C.[K+]. The catalyst is C1COCC1. The product is [Cl:1][C:2]1[N:7]=[C:6]2[C:8]3[C:13]([S:15][C:5]2=[CH:4][CH:3]=1)=[CH:12][CH:11]=[CH:10][N:9]=3. The yield is 0.680. (7) The reactants are [Br:1][C:2]1[C:3]([OH:17])=[C:4]2[C:9](=[CH:10][CH:11]=1)[N:8]([C:12]([O:14][CH3:15])=[O:13])[C@@H:7]([CH3:16])[CH2:6][CH2:5]2.[Cl:18][C:19]1[CH:20]=[CH:21][C:22](F)=[C:23]([CH:26]=1)[C:24]#[N:25].C(=O)([O-])[O-].[Cs+].[Cs+].O. The yield is 0.940. The catalyst is CN(C=O)C. The product is [Br:1][C:2]1[C:3]([O:17][C:22]2[CH:21]=[CH:20][C:19]([Cl:18])=[CH:26][C:23]=2[C:24]#[N:25])=[C:4]2[C:9](=[CH:10][CH:11]=1)[N:8]([C:12]([O:14][CH3:15])=[O:13])[C@@H:7]([CH3:16])[CH2:6][CH2:5]2.